From a dataset of Forward reaction prediction with 1.9M reactions from USPTO patents (1976-2016). Predict the product of the given reaction. (1) Given the reactants Cl[C:2]1[N:7]=[C:6]([C:8]2[CH:13]=[C:12]([O:14][CH2:15][C:16]3[CH:21]=[CH:20][CH:19]=[CH:18][N:17]=3)[N:11]=[C:10]3[CH2:22][CH2:23][CH2:24][C:9]=23)[CH:5]=[N:4][CH:3]=1.C(Cl)Cl.[CH3:28][N:29](C=O)C.O, predict the reaction product. The product is: [N:17]1[CH:18]=[CH:19][CH:20]=[CH:21][C:16]=1[CH2:15][O:14][C:12]1[N:11]=[C:10]2[CH2:22][CH2:23][CH2:24][C:9]2=[C:8]([C:6]2[N:7]=[C:2]([C:28]#[N:29])[CH:3]=[N:4][CH:5]=2)[CH:13]=1. (2) Given the reactants [CH3:1][O:2][CH2:3][CH2:4][N:5]1[C:13]2[C:8](=[CH:9][CH:10]=[CH:11][C:12]=2[O:14][C:15]([F:18])([F:17])[F:16])[C:7]([C:19]([OH:21])=O)=[CH:6]1.CCN(CC)CC.Cl.[F:30][C:31]([F:50])([F:49])[C:32]([NH:34][CH2:35][C:36]1[CH:41]=[CH:40][C:39]([F:42])=[C:38]([CH:43]2[CH2:48][CH2:47][NH:46][CH2:45][CH2:44]2)[CH:37]=1)=[O:33].CCN=C=NCCCN(C)C, predict the reaction product. The product is: [F:49][C:31]([F:30])([F:50])[C:32]([NH:34][CH2:35][C:36]1[CH:41]=[CH:40][C:39]([F:42])=[C:38]([CH:43]2[CH2:48][CH2:47][N:46]([C:19]([C:7]3[C:8]4[C:13](=[C:12]([O:14][C:15]([F:18])([F:17])[F:16])[CH:11]=[CH:10][CH:9]=4)[N:5]([CH2:4][CH2:3][O:2][CH3:1])[CH:6]=3)=[O:21])[CH2:45][CH2:44]2)[CH:37]=1)=[O:33]. (3) Given the reactants [Br:1][C:2]1[CH:10]=[C:9]2[C:5]([C:6]([C:11](=O)[C:12]([OH:14])=[O:13])=[CH:7][NH:8]2)=[CH:4][CH:3]=1.CC1C=CC(S(NN)(=O)=O)=CC=1.C1COCC1.[BH4-].[Na+], predict the reaction product. The product is: [Br:1][C:2]1[CH:10]=[C:9]2[C:5]([C:6]([CH2:11][C:12]([OH:14])=[O:13])=[CH:7][NH:8]2)=[CH:4][CH:3]=1. (4) Given the reactants Br[C:2]1[C:3]([N:22]2[CH2:26][C@H:25]([OH:27])[C@H:24]([OH:28])[CH2:23]2)=[N:4][CH:5]=[C:6]([CH:21]=1)[C:7]([NH:9][C:10]1[CH:15]=[CH:14][C:13]([O:16][C:17]([Cl:20])([F:19])[F:18])=[CH:12][CH:11]=1)=[O:8].[N:29]1[CH:34]=[C:33](B(O)O)[CH:32]=[N:31][CH:30]=1, predict the reaction product. The product is: [Cl:20][C:17]([F:19])([F:18])[O:16][C:13]1[CH:14]=[CH:15][C:10]([NH:9][C:7](=[O:8])[C:6]2[CH:21]=[C:2]([C:33]3[CH:34]=[N:29][CH:30]=[N:31][CH:32]=3)[C:3]([N:22]3[CH2:26][C@H:25]([OH:27])[C@H:24]([OH:28])[CH2:23]3)=[N:4][CH:5]=2)=[CH:11][CH:12]=1.